From a dataset of Catalyst prediction with 721,799 reactions and 888 catalyst types from USPTO. Predict which catalyst facilitates the given reaction. (1) Reactant: [Cl:1][C:2]1[C:7]2[CH:8]=[N:9][NH:10][C:6]=2[CH:5]=[CH:4][N:3]=1.[OH-].[K+].[I:13]I. Product: [Cl:1][C:2]1[C:7]2[C:8]([I:13])=[N:9][NH:10][C:6]=2[CH:5]=[CH:4][N:3]=1. The catalyst class is: 12. (2) Reactant: [H-].[Na+].[CH3:3][NH:4][C:5]([C:7]1[CH:12]=[CH:11][C:10]([C:13]2[CH:18]=[C:17]([Cl:19])[CH:16]=[C:15]([Cl:20])[C:14]=2[Cl:21])=[C:9]([NH2:22])[N:8]=1)=S.CI.[N:25]#[C:26][NH2:27]. Product: [NH2:22][C:9]1[N:8]=[C:7]([C:5](=[N:27][C:26]#[N:25])[NH:4][CH3:3])[CH:12]=[CH:11][C:10]=1[C:13]1[CH:18]=[C:17]([Cl:19])[CH:16]=[C:15]([Cl:20])[C:14]=1[Cl:21]. The catalyst class is: 7. (3) Reactant: [Cl:1][C:2]1[C:10]([Cl:11])=[C:9]2[C:5]([CH2:6][CH:7]([CH:12]([CH3:14])[CH3:13])[CH2:8]2)=[CH:4][C:3]=1[O:15][C:16]([C:18]1[CH:25]=[CH:24][C:21]([C:22]#[N:23])=[CH:20][CH:19]=1)=O.C[Si]([N:30]=[N+:31]=[N-:32])(C)C.C([Sn](=[O:42])CCCC)CCC. Product: [Cl:1][C:2]1[C:10]([Cl:11])=[C:9]2[C:5]([CH2:6][CH:7]([CH:12]([CH3:14])[CH3:13])[C:8]2=[O:42])=[CH:4][C:3]=1[O:15][CH2:16][C:18]1[CH:25]=[CH:24][C:21]([C:22]2[N:30]=[N:31][NH:32][N:23]=2)=[CH:20][CH:19]=1. The catalyst class is: 11. (4) Reactant: [Cl:1][C:2]1[CH:7]=[C:6]([F:8])[CH:5]=[CH:4][C:3]=1[NH:9][S:10]([CH:13]1[C:18]([C:19]([O:21][CH2:22][CH3:23])=[O:20])=[CH:17][CH2:16][CH2:15][CH2:14]1)(=[O:12])=[O:11].C(N(CC)CC)C.[Cl:31][CH2:32][C:33](Cl)=[O:34]. Product: [Cl:31][CH2:32][C:33]([N:9]([C:3]1[CH:4]=[CH:5][C:6]([F:8])=[CH:7][C:2]=1[Cl:1])[S:10]([CH:13]1[C:18]([C:19]([O:21][CH2:22][CH3:23])=[O:20])=[CH:17][CH2:16][CH2:15][CH2:14]1)(=[O:11])=[O:12])=[O:34]. The catalyst class is: 54. (5) Reactant: [OH-].[Na+].[CH2:3]([O:5][CH2:6][CH2:7][O:8][CH2:9][CH2:10][O:11][CH2:12][CH2:13][OH:14])[CH3:4].[C:15]1([CH3:25])[CH:20]=[CH:19][C:18]([S:21](Cl)(=[O:23])=[O:22])=[CH:17][CH:16]=1. Product: [CH3:25][C:15]1[CH:20]=[CH:19][C:18]([S:21]([O:14][CH2:13][CH2:12][O:11][CH2:10][CH2:9][O:8][CH2:7][CH2:6][O:5][CH2:3][CH3:4])(=[O:23])=[O:22])=[CH:17][CH:16]=1. The catalyst class is: 232. (6) Reactant: C(S[CH2:4][O:5][Si:6]([C:9]([CH3:12])([CH3:11])[CH3:10])([CH3:8])[CH3:7])C.[Cl-:13]. Product: [Si:6]([O:5][CH2:4][Cl:13])([C:9]([CH3:12])([CH3:11])[CH3:10])([CH3:8])[CH3:7]. The catalyst class is: 4. (7) Reactant: [N:1]1([C:7]2[N:14]=[CH:13][CH:12]=[CH:11][C:8]=2[C:9]#[N:10])[CH2:6][CH2:5][NH:4][CH2:3][CH2:2]1.[F:15][C:16]1[CH:21]=[CH:20][C:19]([C:22]2[N:26]=[C:25]([C:27]3[CH:32]=[CH:31][C:30]([F:33])=[CH:29][CH:28]=3)[N:24]([CH2:34][C:35](Cl)=[O:36])[N:23]=2)=[CH:18][CH:17]=1.C(N(CC)CC)C. Product: [F:15][C:16]1[CH:17]=[CH:18][C:19]([C:22]2[N:26]=[C:25]([C:27]3[CH:32]=[CH:31][C:30]([F:33])=[CH:29][CH:28]=3)[N:24]([CH2:34][C:35]([N:4]3[CH2:3][CH2:2][N:1]([C:7]4[N:14]=[CH:13][CH:12]=[CH:11][C:8]=4[C:9]#[N:10])[CH2:6][CH2:5]3)=[O:36])[N:23]=2)=[CH:20][CH:21]=1. The catalyst class is: 4. (8) Reactant: [Br:1][C:2]1[N:7]=[CH:6][C:5]([C@@H:8]([NH:11]S(C(C)(C)C)=O)[CH2:9][CH3:10])=[CH:4][CH:3]=1.[ClH:18].O1CCOCC1. Product: [ClH:18].[Br:1][C:2]1[N:7]=[CH:6][C:5]([C@@H:8]([NH2:11])[CH2:9][CH3:10])=[CH:4][CH:3]=1. The catalyst class is: 459.